Dataset: Forward reaction prediction with 1.9M reactions from USPTO patents (1976-2016). Task: Predict the product of the given reaction. (1) Given the reactants [F:1][C:2]1[CH:34]=[CH:33][CH:32]=[C:31]([F:35])[C:3]=1[C:4]([N:6]1[C:11](=[O:12])[N:10]([C:13]2[CH:18]=[CH:17][C:16]([S:19][C:20]([F:29])([F:28])[C:21]([F:27])([F:26])[C:22]([F:25])([F:24])[F:23])=[CH:15][C:14]=2[F:30])[CH2:9][O:8][CH2:7]1)=[O:5].C1C=C(Cl)C=C(C(OO)=[O:44])C=1, predict the reaction product. The product is: [F:1][C:2]1[CH:34]=[CH:33][CH:32]=[C:31]([F:35])[C:3]=1[C:4]([N:6]1[C:11](=[O:12])[N:10]([C:13]2[CH:18]=[CH:17][C:16]([S:19]([C:20]([F:29])([F:28])[C:21]([F:26])([F:27])[C:22]([F:23])([F:24])[F:25])=[O:44])=[CH:15][C:14]=2[F:30])[CH2:9][O:8][CH2:7]1)=[O:5]. (2) Given the reactants [F:1][C:2]1[CH:7]=[C:6]([CH:8]=[CH:9][N+:10]([O-:12])=[O:11])[CH:5]=[CH:4][N:3]=1.C(O)(=O)C.[BH4-].[Na+], predict the reaction product. The product is: [F:1][C:2]1[CH:7]=[C:6]([CH2:8][CH2:9][N+:10]([O-:12])=[O:11])[CH:5]=[CH:4][N:3]=1. (3) Given the reactants [Cl:1][C:2]1[CH:3]=[C:4]2[C:9](=[CH:10][N:11]=1)[CH2:8][N:7]([C:12]1[C:17]([F:18])=[C:16]([O:19][CH3:20])[CH:15]=[C:14]([O:21][CH3:22])[C:13]=1[F:23])[C:6](=[O:24])[CH:5]2C(OCC)=O.O1CCOCC1, predict the reaction product. The product is: [Cl:1][C:2]1[CH:3]=[C:4]2[C:9](=[CH:10][N:11]=1)[CH2:8][N:7]([C:12]1[C:17]([F:18])=[C:16]([O:19][CH3:20])[CH:15]=[C:14]([O:21][CH3:22])[C:13]=1[F:23])[C:6](=[O:24])[CH2:5]2.